From a dataset of Forward reaction prediction with 1.9M reactions from USPTO patents (1976-2016). Predict the product of the given reaction. (1) Given the reactants C(OC([NH:8][CH2:9][CH2:10][CH2:11][C@H:12]([NH:16][C:17]([C:19]1[CH:24]=[CH:23][CH:22]=[C:21]([CH:25]([C:32]2[CH:37]=[CH:36][CH:35]=[CH:34][CH:33]=2)[C:26]2[CH:31]=[CH:30][CH:29]=[CH:28][CH:27]=2)[CH:20]=1)=[O:18])[C:13]([OH:15])=[O:14])=O)(C)(C)C.[C:38]([OH:44])([C:40]([F:43])([F:42])[F:41])=[O:39], predict the reaction product. The product is: [NH2:8][CH2:9][CH2:10][CH2:11][C@H:12]([NH:16][C:17]([C:19]1[CH:24]=[CH:23][CH:22]=[C:21]([CH:25]([C:26]2[CH:27]=[CH:28][CH:29]=[CH:30][CH:31]=2)[C:32]2[CH:37]=[CH:36][CH:35]=[CH:34][CH:33]=2)[CH:20]=1)=[O:18])[C:13]([OH:15])=[O:14].[C:38]([OH:44])([C:40]([F:43])([F:42])[F:41])=[O:39]. (2) Given the reactants ClC1C=C(I)C=CC=1C[C:5]1[C:13]2[C:8](=[CH:9][CH:10]=[C:11]([C:14]([O:16][CH3:17])=[O:15])[CH:12]=2)[NH:7][C:6]=1[CH3:18].C1(C#C)C=CC=CC=1.C1(P(C2C=CC=CC=2)C2C=CC=CC=2)C=CC=CC=1.C(N(CCCC)CCCC)CCC, predict the reaction product. The product is: [CH3:17][O:16][C:14]([C:11]1[CH:12]=[C:13]2[C:8](=[CH:9][CH:10]=1)[NH:7][C:6]([CH3:18])=[CH:5]2)=[O:15]. (3) The product is: [Cl:1][C:2]1[CH:3]=[C:4]([C:5]2[O:7][N:56]=[C:54]([C:52]3[S:53][C:49]([CH2:48][OH:47])=[CH:50][C:51]=3[CH2:58][CH3:59])[N:55]=2)[CH:8]=[CH:9][C:10]=1[O:11][C:12]1[CH:17]=[CH:16][CH:15]=[CH:14][CH:13]=1. Given the reactants [Cl:1][C:2]1[CH:3]=[C:4]([CH:8]=[CH:9][C:10]=1[O:11][C:12]1[CH:17]=[CH:16][CH:15]=[CH:14][CH:13]=1)[C:5]([OH:7])=O.ON1C2C=CC=CC=2N=N1.Cl.C(N=C=NCCCN(C)C)C.[Si]([O:47][CH2:48][C:49]1[S:53][C:52]([C:54](=[N:56]O)[NH2:55])=[C:51]([CH2:58][CH3:59])[CH:50]=1)(C(C)(C)C)(C)C.[F-].C([N+](CCCC)(CCCC)CCCC)CCC.O1CCCC1, predict the reaction product. (4) Given the reactants [F:1][C:2]1[C:10]2[C:9]([NH2:11])=[CH:8][C:7]([Sn](C)(C)C)=[CH:6][C:5]=2[N:4]([S:16]([C:19]2[CH:24]=[CH:23][CH:22]=[CH:21][CH:20]=2)(=[O:18])=[O:17])[N:3]=1.Br[C:26]1[CH:34]=[C:33]([F:35])[CH:32]=[C:31]2[C:27]=1[CH:28]=[CH:29][N:30]2[S:36]([C:39]1[CH:44]=[CH:43][C:42]([N+:45]([O-:47])=[O:46])=[CH:41][CH:40]=1)(=[O:38])=[O:37], predict the reaction product. The product is: [F:1][C:2]1[C:10]2[C:9]([NH2:11])=[CH:8][C:7]([C:26]3[CH:34]=[C:33]([F:35])[CH:32]=[C:31]4[C:27]=3[CH:28]=[CH:29][N:30]4[S:36]([C:39]3[CH:40]=[CH:41][C:42]([N+:45]([O-:47])=[O:46])=[CH:43][CH:44]=3)(=[O:37])=[O:38])=[CH:6][C:5]=2[N:4]([S:16]([C:19]2[CH:24]=[CH:23][CH:22]=[CH:21][CH:20]=2)(=[O:18])=[O:17])[N:3]=1. (5) Given the reactants [C:1]1([CH3:13])[CH:6]=[CH:5][C:4]([O:7][CH2:8][C:9]([O:11][CH3:12])=[O:10])=[CH:3][CH:2]=1.[Br:14]N1C(=O)CCC1=O.C(OOC(=O)C1C=CC=CC=1)(=O)C1C=CC=CC=1, predict the reaction product. The product is: [Br:14][CH2:13][C:1]1[CH:6]=[CH:5][C:4]([O:7][CH2:8][C:9]([O:11][CH3:12])=[O:10])=[CH:3][CH:2]=1. (6) Given the reactants CS(O[CH:6]1[C:10]([CH3:12])([CH3:11])[C:9](=[O:13])[N:8]([C:14]2[C:18]([NH:19][C:20]([C:22]3[N:23]=[C:24]([C:27]4[CH:32]=[CH:31][N:30]=[C:29]([N:33]([C:39]([O:41][C:42]([CH3:45])([CH3:44])[CH3:43])=[O:40])[CH2:34][C:35]([F:38])([F:37])[F:36])[CH:28]=4)[O:25][CH:26]=3)=[O:21])=[CH:17][N:16]([CH3:46])[N:15]=2)[CH2:7]1)(=O)=O.[N-:47]=[N+:48]=[N-:49].[Na+].C1OCCOCCOCCOCCOCCOC1, predict the reaction product. The product is: [N:47]([CH:6]1[CH2:7][N:8]([C:14]2[C:18]([NH:19][C:20]([C:22]3[N:23]=[C:24]([C:27]4[CH:32]=[CH:31][N:30]=[C:29]([N:33]([CH2:34][C:35]([F:37])([F:38])[F:36])[C:39](=[O:40])[O:41][C:42]([CH3:45])([CH3:44])[CH3:43])[CH:28]=4)[O:25][CH:26]=3)=[O:21])=[CH:17][N:16]([CH3:46])[N:15]=2)[C:9](=[O:13])[C:10]1([CH3:12])[CH3:11])=[N+:48]=[N-:49]. (7) Given the reactants [Se-2:1].[Na+].[Na+].Cl[C:5]([C:9]([CH3:12])([CH3:11])[CH3:10])=[CH:6][C:7]#[N:8].Cl[CH2:14][C:15]([O:17][CH2:18][CH3:19])=[O:16].C[O-].[Na+], predict the reaction product. The product is: [NH2:8][C:7]1[CH:6]=[C:5]([C:9]([CH3:12])([CH3:11])[CH3:10])[Se:1][C:14]=1[C:15]([O:17][CH2:18][CH3:19])=[O:16]. (8) Given the reactants [Br:1][C:2]1[CH:3]=[N:4][C:5]([O:8]N2C3=NC=CC=C3N=N2)=[N:6][CH:7]=1.[CH:18]([C:20]1[CH:25]=[CH:24][C:23](B(O)O)=[CH:22][CH:21]=1)=[CH2:19].C([O-])([O-])=O.[Cs+].[Cs+], predict the reaction product. The product is: [Br:1][C:2]1[CH:7]=[N:6][C:5]([O:8][C:23]2[CH:24]=[CH:25][C:20]([CH:18]=[CH2:19])=[CH:21][CH:22]=2)=[N:4][CH:3]=1. (9) Given the reactants Cl[C:2]1[CH:7]=[CH:6][N:5]2[N:8]=[CH:9][C:10]([C:11]([NH:13][C@@H:14]([C:19]3[CH:24]=[CH:23][C:22]([O:25][C:26]([F:29])([F:28])[F:27])=[CH:21][CH:20]=3)[C:15]([OH:18])([CH3:17])[CH3:16])=[O:12])=[C:4]2[N:3]=1.[CH3:30][C:31]1[N:32]=[N:33][NH:34][CH:35]=1.C(=O)([O-])[O-].[K+].[K+].O, predict the reaction product. The product is: [OH:18][C:15]([CH3:17])([CH3:16])[C@@H:14]([NH:13][C:11]([C:10]1[CH:9]=[N:8][N:5]2[CH:6]=[CH:7][C:2]([N:34]3[CH:35]=[C:31]([CH3:30])[N:32]=[N:33]3)=[N:3][C:4]=12)=[O:12])[C:19]1[CH:24]=[CH:23][C:22]([O:25][C:26]([F:29])([F:28])[F:27])=[CH:21][CH:20]=1.